Dataset: Drug-target binding data from BindingDB using Ki measurements. Task: Regression. Given a target protein amino acid sequence and a drug SMILES string, predict the binding affinity score between them. We predict pKi (pKi = -log10(Ki in M); higher means stronger inhibition). Dataset: bindingdb_ki. (1) The drug is N[C@@H](Cc1ns[nH]c1=O)C(=O)O. The target protein (P39086) has sequence MEHGTLLAQPGLWTRDTSWALLYFLCYILPQTAPQVLRIGGIFETVENEPVNVEELAFKFAVTSINRNRTLMPNTTLTYDIQRINLFDSFEASRRACDQLALGVAALFGPSHSSSVSAVQSICNALEVPHIQTRWKHPSVDNKDLFYINLYPDYAAISRAILDLVLYYNWKTVTVVYEDSTGLIRLQELIKAPSRYNIKIKIRQLPSGNKDAKPLLKEMKKGKEFYVIFDCSHETAAEILKQILFMGMMTEYYHYFFTTLDLFALDLELYRYSGVNMTGFRLLNIDNPHVSSIIEKWSMERLQAPPRPETGLLDGMMTTEAALMYDAVYMVAIASHRASQLTVSSLQCHRHKPWRLGPRFMNLIKEARWDGLTGHITFNKTNGLRKDFDLDIISLKEEGTEKAAGEVSKHLYKVWKKIGIWNSNSGLNMTDSNKDKSSNITDSLANRTLIVTTILEEPYVMYRKSDKPLYGNDRFEGYCLDLLKELSNILGFIYDVKLVP.... The pKi is 4.7. (2) The small molecule is O=C1NS(=O)(=O)Nc2c1ncn2[C@@H]1O[C@H](CO)[C@@H](O)[C@H]1O. The target protein (P08179) has sequence MNIVVLISGNGSNLQAIIDACKTNKIKGTVRAVFSNKADAFGLERARQAGIATHTLIASAFDSREAYDRELIHEIDMYAPDVVVLAGFMRILSPAFVSHYAGRLLNIHPSLLPKYPGLHTHRQALENGDEEHGTSVHFVTDELDGGPVILQAKVPVFAGDSEDDITARVQTQEHAIYPLVISWFADGRLKMHENAAWLDGQRLPPQGYAADE. The pKi is 4.0.